This data is from Full USPTO retrosynthesis dataset with 1.9M reactions from patents (1976-2016). The task is: Predict the reactants needed to synthesize the given product. (1) Given the product [Cl:23][C:24]1[CH:31]=[CH:30][C:27]([CH2:28][NH:29][C:20]([C:17]2[CH:18]=[CH:19][C:14]([C:3]3[CH:4]=[C:5]([C:8]4[O:9][C:10]([CH3:13])=[N:11][N:12]=4)[CH:6]=[CH:7][C:2]=3[CH3:1])=[CH:15][CH:16]=2)=[O:21])=[CH:26][CH:25]=1, predict the reactants needed to synthesize it. The reactants are: [CH3:1][C:2]1[CH:7]=[CH:6][C:5]([C:8]2[O:9][C:10]([CH3:13])=[N:11][N:12]=2)=[CH:4][C:3]=1[C:14]1[CH:19]=[CH:18][C:17]([C:20](O)=[O:21])=[CH:16][CH:15]=1.[Cl:23][C:24]1[CH:31]=[CH:30][C:27]([CH2:28][NH2:29])=[CH:26][CH:25]=1. (2) Given the product [O:6]1[CH2:11][CH2:10][CH2:9][CH2:8][CH:7]1[N:1]1[CH:5]=[CH:4][CH:3]=[N:2]1, predict the reactants needed to synthesize it. The reactants are: [NH:1]1[CH:5]=[CH:4][CH:3]=[N:2]1.[O:6]1[CH:11]=[CH:10][CH2:9][CH2:8][CH2:7]1.FC(F)(F)C(O)=O.[H-].[Na+]. (3) Given the product [Br:13][C:10]1[CH:11]=[CH:12][C:2]([NH:1][C:21]2[CH:22]=[N:23][CH:24]=[N:25][CH:26]=2)=[C:3]([CH:9]=1)[C:4]([N:6]([CH3:7])[CH3:8])=[O:5], predict the reactants needed to synthesize it. The reactants are: [NH2:1][C:2]1[CH:12]=[CH:11][C:10]([Br:13])=[CH:9][C:3]=1[C:4]([N:6]([CH3:8])[CH3:7])=[O:5].C(=O)([O-])[O-].[Cs+].[Cs+].Br[C:21]1[CH:22]=[N:23][CH:24]=[N:25][CH:26]=1. (4) Given the product [CH3:15][O:16][C:17]1[CH:26]=[C:25]2[O:24][CH2:23][CH2:22][C:21]3([C:2]4[C:3](=[CH:6][CH:7]=[CH:8][CH:9]=4)[C:4](=[NH:5])[O:27]3)[C:20]2=[CH:19][CH:18]=1, predict the reactants needed to synthesize it. The reactants are: Br[C:2]1[CH:9]=[CH:8][CH:7]=[CH:6][C:3]=1[C:4]#[N:5].[Li]CCCC.[CH3:15][O:16][C:17]1[CH:26]=[C:25]2[C:20]([C:21](=[O:27])[CH2:22][CH2:23][O:24]2)=[CH:19][CH:18]=1.[NH4+].[Cl-]. (5) Given the product [C:1]([O:5][C:6]([N:8]1[CH2:9][C@@H:10]([CH2:19][N:20]([C:24](=[O:39])[C:25]2[CH:30]=[CH:29][C:28]([CH2:31][CH3:32])=[C:27]([O:33][CH2:34][CH2:35][CH2:36][O:37][CH3:38])[CH:26]=2)[CH:21]([CH3:22])[CH3:23])[C@H:11]([CH2:13][N:40]=[N+:41]=[N-:42])[CH2:12]1)=[O:7])([CH3:2])([CH3:3])[CH3:4], predict the reactants needed to synthesize it. The reactants are: [C:1]([O:5][C:6]([N:8]1[CH2:12][C@@H:11]([CH2:13]OS(C)(=O)=O)[C@H:10]([CH2:19][N:20]([C:24](=[O:39])[C:25]2[CH:30]=[CH:29][C:28]([CH2:31][CH3:32])=[C:27]([O:33][CH2:34][CH2:35][CH2:36][O:37][CH3:38])[CH:26]=2)[CH:21]([CH3:23])[CH3:22])[CH2:9]1)=[O:7])([CH3:4])([CH3:3])[CH3:2].[N-:40]=[N+:41]=[N-:42].[Na+]. (6) Given the product [CH3:9][O:8][C:6](=[O:7])[C:5]1[CH:10]=[CH:11][C:2]([C:34]#[C:33][CH2:32][CH2:31][OH:35])=[CH:3][CH:4]=1, predict the reactants needed to synthesize it. The reactants are: Br[C:2]1[CH:11]=[CH:10][C:5]([C:6]([O:8][CH3:9])=[O:7])=[CH:4][CH:3]=1.C1(P(C2C=CC=CC=2)C2C=CC=CC=2)C=CC=CC=1.[CH2:31]([OH:35])[CH2:32][C:33]#[CH:34]. (7) Given the product [CH2:39]([O:46][C:47]([N:49]1[CH2:54][CH2:53][C:52]([C:36]2([C:34]([O:33][C:29]([CH3:32])([CH3:31])[CH3:30])=[O:35])[CH2:38][CH2:37]2)([OH:55])[CH2:51][CH2:50]1)=[O:48])[C:40]1[CH:45]=[CH:44][CH:43]=[CH:42][CH:41]=1, predict the reactants needed to synthesize it. The reactants are: C([N-]C(C)C)(C)C.[Li+].CCCCCCC.C1COCC1.C(C1C=CC=CC=1)C.[C:29]([O:33][C:34]([CH:36]1[CH2:38][CH2:37]1)=[O:35])([CH3:32])([CH3:31])[CH3:30].[CH2:39]([O:46][C:47]([N:49]1[CH2:54][CH2:53][C:52](=[O:55])[CH2:51][CH2:50]1)=[O:48])[C:40]1[CH:45]=[CH:44][CH:43]=[CH:42][CH:41]=1.